Task: Predict which catalyst facilitates the given reaction.. Dataset: Catalyst prediction with 721,799 reactions and 888 catalyst types from USPTO Reactant: ClC1N=CN=C2C=1N=CN2[C@H]1[C@H]2[O:16]C(C)(C)O[C@@H]2[C@@H](CO)C1.C(NS(=O)=O)(OC(C)(C)C)=O.[C:34]1([P:40]([C:47]2[CH:52]=[CH:51][CH:50]=[CH:49][CH:48]=2)[C:41]2[CH:46]=[CH:45][CH:44]=[CH:43][CH:42]=2)[CH:39]=[CH:38][CH:37]=[CH:36][CH:35]=1.N(C(OC(C)C)=O)=NC(OC(C)C)=O. Product: [C:47]1([P:40](=[O:16])([C:34]2[CH:35]=[CH:36][CH:37]=[CH:38][CH:39]=2)[C:41]2[CH:46]=[CH:45][CH:44]=[CH:43][CH:42]=2)[CH:48]=[CH:49][CH:50]=[CH:51][CH:52]=1. The catalyst class is: 25.